This data is from hERG Central: cardiac toxicity at 1µM, 10µM, and general inhibition. The task is: Predict hERG channel inhibition at various concentrations. (1) The compound is CC(=O)NC(CC(=O)OCc1ccc([N+](=O)[O-])cc1)c1ccccc1. Results: hERG_inhib (hERG inhibition (general)): blocker. (2) The drug is COc1ccccc1CCN1CCCC(CN(C)C(=O)c2ccco2)C1. Results: hERG_inhib (hERG inhibition (general)): blocker. (3) The compound is COc1cc(C(=O)NCC2CCCCC2)cc(OC)c1OC. Results: hERG_inhib (hERG inhibition (general)): blocker. (4) The drug is CSc1ccccc1NC(=O)CN1CCN(Cc2ccccc2)CC1. Results: hERG_inhib (hERG inhibition (general)): blocker. (5) The molecule is COc1ccc(CN2CCC(n3nccc3NC(=O)C3CC3)CC2)c(OC)c1OC. Results: hERG_inhib (hERG inhibition (general)): blocker. (6) The drug is Cc1ccc(C(=O)N2CCN(C(=O)c3ccccc3)C2c2ccc(N(C)C)cc2)cc1. Results: hERG_inhib (hERG inhibition (general)): blocker. (7) The drug is COCCN(CC1CCCN(C2Cc3ccccc3C2)C1)C(=O)CCC(N)=O. Results: hERG_inhib (hERG inhibition (general)): blocker.